Dataset: Forward reaction prediction with 1.9M reactions from USPTO patents (1976-2016). Task: Predict the product of the given reaction. The product is: [CH2:22]([O:29][C:30]1[CH:35]=[C:34]([C:36]2[S:40][CH:39]=[N:38][CH:37]=2)[CH:33]=[CH:32][C:31]=1[N:41]1[S:45](=[O:47])(=[O:46])[NH:44][C:43](=[O:54])[CH2:42]1)[C:23]1[CH:24]=[CH:25][CH:26]=[CH:27][CH:28]=1. Given the reactants [N-]=C=O.[F-].C([N+](CCCC)(CCCC)CCCC)CCC.[CH2:22]([O:29][C:30]1[CH:35]=[C:34]([C:36]2[S:40][CH:39]=[N:38][CH:37]=2)[CH:33]=[CH:32][C:31]=1[N:41]1[S:45](=[O:47])(=[O:46])[N:44](CC[Si](C)(C)C)[C:43](=[O:54])[CH2:42]1)[C:23]1[CH:28]=[CH:27][CH:26]=[CH:25][CH:24]=1, predict the reaction product.